This data is from Forward reaction prediction with 1.9M reactions from USPTO patents (1976-2016). The task is: Predict the product of the given reaction. (1) Given the reactants [CH3:1][O:2][C:3](=[O:12])[C:4]1[CH:9]=[CH:8][C:7]([CH2:10]Br)=[CH:6][CH:5]=1.[Br:13][C:14]1[CH:19]=[CH:18][CH:17]=[C:16](Br)[N:15]=1, predict the reaction product. The product is: [Br:13][C:14]1[N:15]=[C:16]([CH2:10][C:7]2[CH:8]=[CH:9][C:4]([C:3]([O:2][CH3:1])=[O:12])=[CH:5][CH:6]=2)[CH:17]=[CH:18][CH:19]=1. (2) Given the reactants [Cl:1][C:2]1[CH:7]=[C:6]([F:8])[CH:5]=[CH:4][C:3]=1[C:9](=[N:21]O)[CH2:10][C:11]1[CH:16]=[CH:15][C:14]([C:17]([F:20])([F:19])[F:18])=[CH:13][N:12]=1.C(OC(C(F)(F)F)=O)(C(F)(F)F)=O.C(N(CC)CC)C.O, predict the reaction product. The product is: [Cl:1][C:2]1[CH:7]=[C:6]([F:8])[CH:5]=[CH:4][C:3]=1[C:9]1[CH:10]=[C:11]2[CH:16]=[CH:15][C:14]([C:17]([F:20])([F:19])[F:18])=[CH:13][N:12]2[N:21]=1. (3) The product is: [F:31][C:32]([F:37])([F:36])[C:33]([O-:35])=[O:34].[C:1]([NH:4][C:5]1[CH:6]=[C:7]([C:11]2[C:23]3[C:22]4[CH2:21][CH2:20][NH2+:19][CH2:18][C:17]=4[CH:16]=[N:15][C:14]=3[NH:13][N:12]=2)[CH:8]=[CH:9][CH:10]=1)(=[O:3])[CH3:2]. Given the reactants [C:1]([NH:4][C:5]1[CH:6]=[C:7]([C:11]2[C:23]3[C:22]4[CH2:21][CH2:20][N:19](C(OC(C)(C)C)=O)[CH2:18][C:17]=4[CH:16]=[N:15][C:14]=3[NH:13][N:12]=2)[CH:8]=[CH:9][CH:10]=1)(=[O:3])[CH3:2].[F:31][C:32]([F:37])([F:36])[C:33]([OH:35])=[O:34].C1(C)C=CC=CC=1, predict the reaction product. (4) Given the reactants [C:1]([C:3]1[CH:8]=[CH:7][C:6]([NH:9][C:10](=[O:18])[CH2:11][N:12]([CH3:17])[CH2:13][C:14]([OH:16])=O)=[CH:5][CH:4]=1)#[N:2].[CH2:19]([N:21]1[C:33]2[CH:32]=[CH:31][C:30]([NH2:34])=[CH:29][C:28]=2[C:27]2[C:22]1=[CH:23][CH:24]=[CH:25][CH:26]=2)[CH3:20], predict the reaction product. The product is: [C:1]([C:3]1[CH:4]=[CH:5][C:6]([NH:9][C:10](=[O:18])[CH2:11][N:12]([CH3:17])[CH2:13][C:14]([NH:34][C:30]2[CH:31]=[CH:32][C:33]3[N:21]([CH2:19][CH3:20])[C:22]4[C:27]([C:28]=3[CH:29]=2)=[CH:26][CH:25]=[CH:24][CH:23]=4)=[O:16])=[CH:7][CH:8]=1)#[N:2].